From a dataset of Retrosynthesis with 50K atom-mapped reactions and 10 reaction types from USPTO. Predict the reactants needed to synthesize the given product. (1) Given the product CN(C)C(=O)Oc1ccc2c(C3CNCCN3c3ccncc3)noc2c1, predict the reactants needed to synthesize it. The reactants are: CN(C)C(=O)Cl.Oc1ccc2c(C3CNCCN3c3ccncc3)noc2c1. (2) Given the product FC(F)(F)C(COCc1cccc(Oc2ccccc2)c1)c1ccc(Cl)cc1, predict the reactants needed to synthesize it. The reactants are: BrCc1cccc(Oc2ccccc2)c1.OCC(c1ccc(Cl)cc1)C(F)(F)F. (3) Given the product COc1cc2c(c(N3CCN(C)CC3)c1)OC(C(=O)Nc1ccc(N3CCN(S(C)(=O)=O)CC3)cc1)CC2, predict the reactants needed to synthesize it. The reactants are: COc1cc2c(c(N3CCN(C)CC3)c1)OC(C(=O)O)CC2.CS(=O)(=O)N1CCN(c2ccc(N)cc2)CC1. (4) Given the product COc1ccc(CN2CC(Cc3cc(F)cc(F)c3OC)C(c3ccc(OC)c(OC)c3)C2)cc1OC, predict the reactants needed to synthesize it. The reactants are: COc1ccc(CN2CC(c3ccc(OC)c(OC)c3)C(Cc3cc(F)cc(F)c3OC)C2=O)cc1OC. (5) Given the product CN1CCN(c2ccccc2-c2ccc(CO)cc2)CC1, predict the reactants needed to synthesize it. The reactants are: CN1CCN(c2ccccc2-c2ccc(C=O)cc2)CC1. (6) The reactants are: CNC.CS(=O)(=O)c1ccc(-n2ncc3c(O)ncnc32)c(F)c1. Given the product CN(C)c1cc(S(C)(=O)=O)ccc1-n1ncc2c(O)ncnc21, predict the reactants needed to synthesize it. (7) Given the product CN1C[C@H](C(=O)NCc2cccnc2)C[C@@H]2c3cccc4c3c(cn4C)C[C@H]21, predict the reactants needed to synthesize it. The reactants are: CN1CC(C(=O)O)C[C@@H]2c3cccc4c3c(cn4C)C[C@H]21.NCc1cccnc1.